The task is: Predict the product of the given reaction.. This data is from Forward reaction prediction with 1.9M reactions from USPTO patents (1976-2016). Given the reactants [OH-].[Li+].[C:3]([O:7][C:8]([NH:10][C@@H:11]1[C:21]2[C:16](=[N:17][CH:18]=[CH:19][CH:20]=2)[C@H:15]([CH2:22][C:23]([O:25]CC)=[O:24])[CH2:14][CH2:13][C@H:12]1[C:28]1[CH:33]=[CH:32][CH:31]=[C:30]([F:34])[C:29]=1[F:35])=[O:9])([CH3:6])([CH3:5])[CH3:4], predict the reaction product. The product is: [C:3]([O:7][C:8]([NH:10][C@@H:11]1[C:21]2[C:16](=[N:17][CH:18]=[CH:19][CH:20]=2)[C@H:15]([CH2:22][C:23]([OH:25])=[O:24])[CH2:14][CH2:13][C@H:12]1[C:28]1[CH:33]=[CH:32][CH:31]=[C:30]([F:34])[C:29]=1[F:35])=[O:9])([CH3:6])([CH3:4])[CH3:5].